The task is: Predict the reactants needed to synthesize the given product.. This data is from Full USPTO retrosynthesis dataset with 1.9M reactions from patents (1976-2016). (1) Given the product [OH:28][CH2:27][C:26]1[CH:30]=[CH:31][C:23]([C:22]([NH:20][C:3]2[CH:4]=[CH:5][C:6]([N:8]3[CH2:12][CH2:11][CH:10]([CH2:13][N:14]4[CH2:18][CH2:17][CH2:16][CH:15]4[CH3:19])[CH2:9]3)=[CH:7][C:2]=2[CH3:1])=[O:21])=[CH:24][CH:25]=1, predict the reactants needed to synthesize it. The reactants are: [CH3:1][C:2]1[CH:7]=[C:6]([N:8]2[CH2:12][CH2:11][CH:10]([CH2:13][N:14]3[CH2:18][CH2:17][CH2:16][CH:15]3[CH3:19])[CH2:9]2)[CH:5]=[CH:4][C:3]=1[NH2:20].[OH:21][CH2:22][C:23]1[CH:31]=[CH:30][C:26]([C:27](O)=[O:28])=[CH:25][CH:24]=1. (2) Given the product [ClH:38].[F:1][C:2]1[CH:3]=[C:4]2[C:9](=[CH:10][CH:11]=1)[N:8]=[C:7]([C:12]1[CH:17]=[CH:16][CH:15]=[CH:14][C:13]=1[OH:18])[N:6]=[C:5]2[N:19]1[CH2:24][CH2:23][N:22]([C:25](=[O:32])[C@H:26]([OH:31])[CH2:27][CH:28]([CH3:29])[CH3:30])[CH2:21][CH2:20]1, predict the reactants needed to synthesize it. The reactants are: [F:1][C:2]1[CH:3]=[C:4]2[C:9](=[CH:10][CH:11]=1)[N:8]=[C:7]([C:12]1[CH:17]=[CH:16][CH:15]=[CH:14][C:13]=1[OH:18])[N:6]=[C:5]2[N:19]1[CH2:24][CH2:23][N:22]([C:25](=[O:32])[C@H:26]([OH:31])[CH2:27][CH:28]([CH3:30])[CH3:29])[CH2:21][CH2:20]1.CCOCC.[ClH:38]. (3) Given the product [CH3:52][N:49]1[CH2:50][CH2:51][N:46]([C:44](=[O:45])[CH2:43][CH2:42][CH2:41][CH2:40][NH:39][C:12]([C:9]2[CH:8]=[C:7]([C:1]3[CH:2]=[CH:3][CH:4]=[CH:5][CH:6]=3)[O:11][N:10]=2)=[O:14])[CH2:47][CH2:48]1, predict the reactants needed to synthesize it. The reactants are: [C:1]1([C:7]2[O:11][N:10]=[C:9]([C:12]([OH:14])=O)[CH:8]=2)[CH:6]=[CH:5][CH:4]=[CH:3][CH:2]=1.CN(C(ON1N=NC2C=CC=NC1=2)=[N+](C)C)C.F[P-](F)(F)(F)(F)F.[NH2:39][CH2:40][CH2:41][CH2:42][CH2:43][C:44]([N:46]1[CH2:51][CH2:50][N:49]([CH3:52])[CH2:48][CH2:47]1)=[O:45].CCN(C(C)C)C(C)C. (4) Given the product [CH2:52]([O:51][C:49]([NH:36][C@@H:37]([CH2:38][C:39]1[CH:44]=[CH:43][C:42]([OH:45])=[CH:41][CH:40]=1)[C:46]([NH:2][C@H:3]([C:7]1[O:8][C:9]([C:16]2[C:24]3[C:19](=[C:20]([Br:25])[CH:21]=[CH:22][CH:23]=3)[NH:18][CH:17]=2)=[C:10]([C:12]([O:14][CH3:15])=[O:13])[N:11]=1)[CH:4]([CH3:6])[CH3:5])=[O:47])=[O:50])[C:53]1[CH:54]=[CH:55][CH:56]=[CH:57][CH:58]=1, predict the reactants needed to synthesize it. The reactants are: Br.[NH2:2][C@H:3]([C:7]1[O:8][C:9]([C:16]2[C:24]3[C:19](=[C:20]([Br:25])[CH:21]=[CH:22][CH:23]=3)[NH:18][CH:17]=2)=[C:10]([C:12]([O:14][CH3:15])=[O:13])[N:11]=1)[CH:4]([CH3:6])[CH3:5].C1C=CC2N(O)N=NC=2C=1.[NH:36]([C:49]([O:51][CH2:52][C:53]1[CH:58]=[CH:57][CH:56]=[CH:55][CH:54]=1)=[O:50])[C@H:37]([C:46](O)=[O:47])[CH2:38][C:39]1[CH:44]=[CH:43][C:42]([OH:45])=[CH:41][CH:40]=1.C(N(CC)C(C)C)(C)C.C(Cl)CCl. (5) Given the product [CH3:1][O:2][C:3]1[CH:8]=[CH:7][C:6]([S:9][CH2:12][CH2:13][NH2:14])=[CH:5][CH:4]=1, predict the reactants needed to synthesize it. The reactants are: [CH3:1][O:2][C:3]1[CH:8]=[CH:7][C:6]([SH:9])=[CH:5][CH:4]=1.Cl.Cl[CH2:12][CH2:13][NH2:14].C([O-])([O-])=O.[K+].[K+].C(N(C(C)C)CC)(C)C. (6) Given the product [Cl:1][C:2]1[CH:3]=[C:4]([C:12]2[O:16][N:15]=[C:14]([C:17]3[CH:18]=[CH:19][CH:20]=[C:21]4[C:25]=3[NH:24][CH:23]=[C:22]4[CH2:26][CH2:27][CH2:28][OH:29])[N:13]=2)[CH:5]=[CH:6][C:7]=1[O:8][CH:9]([CH3:10])[CH3:11], predict the reactants needed to synthesize it. The reactants are: [Cl:1][C:2]1[CH:3]=[C:4]([C:12]2[O:16][N:15]=[C:14]([C:17]3[CH:18]=[CH:19][CH:20]=[C:21]4[C:25]=3[NH:24][CH:23]=[C:22]4[CH2:26][CH2:27][CH:28]=[O:29])[N:13]=2)[CH:5]=[CH:6][C:7]=1[O:8][CH:9]([CH3:11])[CH3:10].[BH4-].[Na+]. (7) Given the product [CH3:8][C:9]([N:15]1[C:16](=[O:17])[NH:18][CH2:19][O:4][CH2:3]1)([CH3:14])[C:10]([O:12][CH3:13])=[O:11], predict the reactants needed to synthesize it. The reactants are: FC(F)(F)[C:3](O)=[O:4].[CH3:8][C:9]([NH:15][C:16]([NH:18][C:19]1C=CC=CC=1)=[O:17])([CH3:14])[C:10]([O:12][CH3:13])=[O:11].C=O.ClCCCl.